From a dataset of Catalyst prediction with 721,799 reactions and 888 catalyst types from USPTO. Predict which catalyst facilitates the given reaction. (1) Reactant: C([N:8]1[CH2:13][CH2:12][CH:11]([N:14]2[CH2:20][CH2:19][CH2:18][C@H:17]([N:21]([CH2:28][C:29]3[CH:34]=[C:33]([C:35]([F:38])([F:37])[F:36])[CH:32]=[C:31]([C:39]([F:42])([F:41])[F:40])[CH:30]=3)[C:22]3[N:23]=[N:24][N:25]([CH3:27])[N:26]=3)[C:16]3[CH:43]=[C:44]([CH3:51])[C:45]([C:47]([F:50])([F:49])[F:48])=[CH:46][C:15]2=3)[CH2:10][CH2:9]1)C1C=CC=CC=1.[H][H]. Product: [F:38][C:35]([F:36])([F:37])[C:33]1[CH:34]=[C:29]([CH:30]=[C:31]([C:39]([F:40])([F:41])[F:42])[CH:32]=1)[CH2:28][N:21]([C@H:17]1[CH2:18][CH2:19][CH2:20][N:14]([CH:11]2[CH2:12][CH2:13][NH:8][CH2:9][CH2:10]2)[C:15]2[CH:46]=[C:45]([C:47]([F:48])([F:49])[F:50])[C:44]([CH3:51])=[CH:43][C:16]1=2)[C:22]1[N:23]=[N:24][N:25]([CH3:27])[N:26]=1. The catalyst class is: 43. (2) The catalyst class is: 5. Product: [Cl:1][C:2]1[N:3]=[C:4]([N:20]([CH3:21])[CH3:19])[C:5]2[CH2:11][O:10][CH2:9][CH:8]([C:12]3[CH:17]=[CH:16][CH:15]=[CH:14][CH:13]=3)[C:6]=2[N:7]=1. Reactant: [Cl:1][C:2]1[N:3]=[C:4](Cl)[C:5]2[CH2:11][O:10][CH2:9][CH:8]([C:12]3[CH:17]=[CH:16][CH:15]=[CH:14][CH:13]=3)[C:6]=2[N:7]=1.[CH3:19][NH:20][CH3:21]. (3) Reactant: C([O:9][C@H:10]1[C@H:14]([O:15]C(=O)C2C=CC=CC=2)[C@@H:13]([CH2:24][O:25]C(=O)C2C=CC=CC=2)[O:12][C@@H:11]1[O:34][CH2:35][C@H:36]1[O:40][C@H:39]([CH:41]([CH3:51])[CH2:42][CH2:43][CH2:44][CH2:45][CH2:46][CH2:47][CH2:48][CH:49]=[CH2:50])[C@@H:38]([OH:52])[C@@H:37]1[OH:53])(=O)C1C=CC=CC=1. Product: [C@H:11]1([O:34][CH2:35][C@H:36]2[O:40][C@H:39]([CH:41]([CH3:51])[CH2:42][CH2:43][CH2:44][CH2:45][CH2:46][CH2:47][CH2:48][CH:49]=[CH2:50])[C@@H:38]([OH:52])[C@@H:37]2[OH:53])[O:12][C@H:13]([CH2:24][OH:25])[C@@H:14]([OH:15])[C@@H:10]1[OH:9]. The catalyst class is: 5. (4) Reactant: Cl.[Cl:2][C:3]1[CH:8]=[CH:7][C:6]([N:9]([CH2:11][CH2:12][CH2:13][C:14]2[CH:19]=[CH:18][CH:17]=[CH:16][CH:15]=2)N)=[CH:5][CH:4]=1.C(O[CH:23](OCC)[CH2:24][CH2:25][CH2:26][NH:27][CH3:28])C. Product: [Cl:2][C:3]1[CH:8]=[C:7]2[C:6](=[CH:5][CH:4]=1)[N:9]([CH2:11][CH2:12][CH2:13][C:14]1[CH:19]=[CH:18][CH:17]=[CH:16][CH:15]=1)[CH:23]=[C:24]2[CH2:25][CH2:26][NH:27][CH3:28]. The catalyst class is: 40. (5) Reactant: [CH:1]12[CH2:8][CH2:7][CH:4]([CH2:5][CH2:6]1)[C:3](=[O:9])[NH:2]2.[H-].[Na+].[CH2:12](Br)[C:13]1[CH:18]=[CH:17][CH:16]=[CH:15][CH:14]=1. Product: [CH2:12]([N:2]1[C:3](=[O:9])[CH:4]2[CH2:7][CH2:8][CH:1]1[CH2:6][CH2:5]2)[C:13]1[CH:18]=[CH:17][CH:16]=[CH:15][CH:14]=1. The catalyst class is: 1. (6) Reactant: [CH2:1]([OH:16])[CH2:2][O:3][CH2:4][CH2:5][O:6][CH2:7][CH2:8][O:9][CH2:10][CH2:11][O:12][CH2:13][CH2:14][OH:15].C[Si]([N-][Si](C)(C)C)(C)C.[Na+].Br[CH2:28][CH2:29][CH2:30][C:31]([F:40])([C:36]([F:39])([F:38])[F:37])[C:32]([F:35])([F:34])[F:33].Cl. Product: [F:40][C:31]([C:36]([F:37])([F:38])[F:39])([C:32]([F:33])([F:34])[F:35])[CH2:30][CH2:29][CH2:28][O:15][CH2:14][CH2:13][O:12][CH2:11][CH2:10][O:9][CH2:8][CH2:7][O:6][CH2:5][CH2:4][O:3][CH2:2][CH2:1][OH:16]. The catalyst class is: 7.